From a dataset of Full USPTO retrosynthesis dataset with 1.9M reactions from patents (1976-2016). Predict the reactants needed to synthesize the given product. (1) Given the product [CH3:1][O:2][C:3]1[CH:4]=[C:5]2[C:14]([NH2:15])=[N:13][C:12]([N:16]3[CH2:17][CH2:18][N:19]([C:22]([CH:24]4[O:28][CH2:27][CH2:26][CH2:25]4)=[O:23])[CH2:20][CH2:21]3)=[N:11][C:6]2=[CH:7][C:8]=1[O:9][CH3:10].[OH2:31].[OH2:2].[ClH:32], predict the reactants needed to synthesize it. The reactants are: [CH3:1][O:2][C:3]1[CH:4]=[C:5]2[C:14]([NH2:15])=[N:13][C:12]([N:16]3[CH2:21][CH2:20][N:19]([C:22]([CH:24]4[O:28][CH2:27][CH2:26][CH2:25]4)=[O:23])[CH2:18][CH2:17]3)=[N:11][C:6]2=[CH:7][C:8]=1[O:9][CH3:10].C([OH:31])C.[ClH:32]. (2) Given the product [NH2:19][C:18]1[N:43]=[C:15]([C:10]2[CH:11]=[CH:12][CH:13]=[CH:14][C:9]=2[O:8][CH2:1][C:2]2[CH:7]=[CH:6][CH:5]=[CH:4][CH:3]=2)[CH:16]=[C:34]([C:33]2[CH:36]=[CH:37][CH:38]=[C:31]([N+:28]([O-:30])=[O:29])[CH:32]=2)[C:20]=1[C:21]([O:23][C:24]([CH3:27])([CH3:26])[CH3:25])=[O:22], predict the reactants needed to synthesize it. The reactants are: [CH2:1]([O:8][C:9]1[CH:14]=[CH:13][CH:12]=[CH:11][C:10]=1[C:15](=O)[CH3:16])[C:2]1[CH:7]=[CH:6][CH:5]=[CH:4][CH:3]=1.[C:18]([CH2:20][C:21]([O:23][C:24]([CH3:27])([CH3:26])[CH3:25])=[O:22])#[N:19].[N+:28]([C:31]1[CH:32]=[C:33]([CH:36]=[CH:37][CH:38]=1)[CH:34]=O)([O-:30])=[O:29].C([O-])(=O)C.[NH4+:43].C(=O)([O-])O.[Na+]. (3) Given the product [N:9]1([CH2:8][C:4]2[N:3]=[C:2]([C:20]3[CH:21]=[CH:22][C:17]([CH:15]=[O:16])=[CH:18][CH:19]=3)[CH:7]=[CH:6][CH:5]=2)[CH2:14][CH2:13][CH2:12][CH2:11][CH2:10]1, predict the reactants needed to synthesize it. The reactants are: Br[C:2]1[CH:7]=[CH:6][CH:5]=[C:4]([CH2:8][N:9]2[CH2:14][CH2:13][CH2:12][CH2:11][CH2:10]2)[N:3]=1.[CH:15]([C:17]1[CH:22]=[CH:21][C:20](B(O)O)=[CH:19][CH:18]=1)=[O:16].C(=O)([O-])[O-].[K+].[K+]. (4) Given the product [Cl:8][C:9]1[N:18]=[C:17]([N:5]2[CH2:6][CH2:7][C@H:3]([NH:2][CH3:1])[CH2:4]2)[C:16]2[C:11](=[CH:12][C:13]([C:20]([F:21])([F:22])[F:23])=[CH:14][CH:15]=2)[N:10]=1, predict the reactants needed to synthesize it. The reactants are: [CH3:1][NH:2][C@H:3]1[CH2:7][CH2:6][NH:5][CH2:4]1.[Cl:8][C:9]1[N:18]=[C:17](Cl)[C:16]2[C:11](=[CH:12][C:13]([C:20]([F:23])([F:22])[F:21])=[CH:14][CH:15]=2)[N:10]=1. (5) Given the product [Cl:29][C:27]1[CH:28]=[C:23]([CH:24]=[C:25]([Cl:31])[C:26]=1[Cl:30])[CH2:22][N:20]1[CH:21]=[C:17]([C:15]2[S:16][C:10]3[C:11]([N:14]=2)=[N:12][CH:13]=[C:8]([OH:32])[N:9]=3)[N:18]=[N:19]1, predict the reactants needed to synthesize it. The reactants are: C(OCCS[C:8]1[N:9]=[C:10]2[S:16][C:15]([C:17]3[N:18]=[N:19][N:20]([CH2:22][C:23]4[CH:28]=[C:27]([Cl:29])[C:26]([Cl:30])=[C:25]([Cl:31])[CH:24]=4)[CH:21]=3)=[N:14][C:11]2=[N:12][CH:13]=1)(=O)C.[OH-:32].[Na+]. (6) Given the product [C:6](=[O:7])([O:8][C@:9]([C:38]1[CH:43]=[CH:42][C:41]([F:44])=[CH:40][C:39]=1[F:45])([CH2:32][N:33]1[CH:37]=[N:36][CH:35]=[N:34]1)[C@H:10]([S:12][C@@H:13]1[CH2:18][O:17][C@@H:16](/[CH:19]=[CH:20]/[CH:21]=[CH:22]/[C:23]2[CH:28]=[CH:27][C:26]([C:29]#[N:30])=[CH:25][C:24]=2[F:31])[O:15][CH2:14]1)[CH3:11])[O:66][CH2:65][CH2:64][O:63][Si:46]([C:59]([CH3:62])([CH3:61])[CH3:60])([C:53]1[CH:54]=[CH:55][CH:56]=[CH:57][CH:58]=1)[C:47]1[CH:52]=[CH:51][CH:50]=[CH:49][CH:48]=1, predict the reactants needed to synthesize it. The reactants are: N1([C:6]([O:8][C@:9]([C:38]2[CH:43]=[CH:42][C:41]([F:44])=[CH:40][C:39]=2[F:45])([CH2:32][N:33]2[CH:37]=[N:36][CH:35]=[N:34]2)[C@H:10]([S:12][C@@H:13]2[CH2:18][O:17][C@@H:16](/[CH:19]=[CH:20]/[CH:21]=[CH:22]/[C:23]3[CH:28]=[CH:27][C:26]([C:29]#[N:30])=[CH:25][C:24]=3[F:31])[O:15][CH2:14]2)[CH3:11])=[O:7])C=CN=C1.[Si:46]([O:63][CH2:64][CH2:65][OH:66])([C:59]([CH3:62])([CH3:61])[CH3:60])([C:53]1[CH:58]=[CH:57][CH:56]=[CH:55][CH:54]=1)[C:47]1[CH:52]=[CH:51][CH:50]=[CH:49][CH:48]=1.P([O-])([O-])([O-])=O.